This data is from Forward reaction prediction with 1.9M reactions from USPTO patents (1976-2016). The task is: Predict the product of the given reaction. Given the reactants [CH3:1][C@@H:2]1[N:8]([CH2:9][CH:10]2[CH2:13][O:12][CH2:11]2)[CH2:7][C:6]2[CH:14]=[CH:15][C:16]([C:18]([O:20]C)=O)=[CH:17][C:5]=2[O:4][CH2:3]1.[NH2:22][OH:23].[OH-].[Na+], predict the reaction product. The product is: [OH:23][NH:22][C:18]([C:16]1[CH:15]=[CH:14][C:6]2[CH2:7][N:8]([CH2:9][CH:10]3[CH2:13][O:12][CH2:11]3)[C@@H:2]([CH3:1])[CH2:3][O:4][C:5]=2[CH:17]=1)=[O:20].